Dataset: Reaction yield outcomes from USPTO patents with 853,638 reactions. Task: Predict the reaction yield, written as a fraction of the theoretical maximum amount of product (1.0 means a 100% yield; for example, 0.34 means a 34% yield). (1) The reactants are [CH3:1][N:2]([C@H](C1C=CC(OC)=CC=1)C)[C@@H:3]1[C:12]2[N:11]=[CH:10][CH:9]=[CH:8][C:7]=2[CH2:6][CH2:5][CH2:4]1. The catalyst is FC(F)(F)C(O)=O.ClCCl. The product is [CH3:1][NH:2][C@@H:3]1[C:12]2[N:11]=[CH:10][CH:9]=[CH:8][C:7]=2[CH2:6][CH2:5][CH2:4]1. The yield is 0.920. (2) The reactants are C[O:2][C:3]([C:5]1[CH:15]=[CH:14][C:8]2[O:9][C:10]([F:13])([F:12])[O:11][C:7]=2[CH:6]=1)=O.[H-].[Al+3].[Li+].[H-].[H-].[H-].O.[OH-].[Na+]. The catalyst is O1CCCC1. The product is [F:13][C:10]1([F:12])[O:9][C:8]2[CH:14]=[CH:15][C:5]([CH2:3][OH:2])=[CH:6][C:7]=2[O:11]1. The yield is 0.760. (3) The reactants are [NH2:1][C:2]1[CH:7]=[CH:6][C:5]([C:8]2[N:13]=[C:12]([N:14]3[CH:19]([CH3:20])[CH2:18][O:17][CH2:16][CH:15]3[CH3:21])[N:11]=[C:10]([C:22]3[CH:27]=[CH:26][C:25]([NH:28][C:29]([NH:31][CH3:32])=[O:30])=[CH:24][CH:23]=3)[N:9]=2)=[CH:4][CH:3]=1.[C:33]([C:36]1[CH:41]=[CH:40][C:39]([NH:42][C:43](=O)[O:44]C2C=CC=CC=2)=[CH:38][CH:37]=1)(=[O:35])[NH2:34]. No catalyst specified. The product is [CH3:21][CH:15]1[CH2:16][O:17][CH2:18][CH:19]([CH3:20])[N:14]1[C:12]1[N:11]=[C:10]([C:22]2[CH:27]=[CH:26][C:25]([NH:28][C:29](=[O:30])[NH:31][CH3:32])=[CH:24][CH:23]=2)[N:9]=[C:8]([C:5]2[CH:4]=[CH:3][C:2]([NH:1][C:43]([NH:42][C:39]3[CH:40]=[CH:41][C:36]([C:33]([NH2:34])=[O:35])=[CH:37][CH:38]=3)=[O:44])=[CH:7][CH:6]=2)[N:13]=1. The yield is 0.128. (4) The reactants are [CH3:1][C:2]1[C:10]2[C:5](=[CH:6][C:7]([NH2:11])=[CH:8][CH:9]=2)[N:4]([S:12]([C:15]2[CH:20]=[CH:19][C:18]([CH3:21])=[CH:17][CH:16]=2)(=[O:14])=[O:13])[N:3]=1.CO.[Br-:24].[Br-].[Br-].C([N+](CCCC)(CCCC)CCCC)CCC.C([N+](CCCC)(CCCC)CCCC)CCC.C([N+](CCCC)(CCCC)CCCC)CCC. The catalyst is ClCCCl. The product is [Br:24][C:8]1[CH:9]=[C:10]2[C:5](=[CH:6][C:7]=1[NH2:11])[N:4]([S:12]([C:15]1[CH:20]=[CH:19][C:18]([CH3:21])=[CH:17][CH:16]=1)(=[O:14])=[O:13])[N:3]=[C:2]2[CH3:1]. The yield is 0.737. (5) The reactants are [C:1]([O:5][C:6](=[O:19])[NH:7][CH:8]([CH:16]1[CH2:18][O:17]1)[CH2:9][C:10]1[CH:15]=[CH:14][CH:13]=[CH:12][CH:11]=1)([CH3:4])([CH3:3])[CH3:2].[CH3:20][O:21][C:22]1[CH:23]=[C:24]([CH:27]=[CH:28][CH:29]=1)[CH2:25][NH2:26]. The catalyst is CC(O)C. The product is [CH3:20][O:21][C:22]1[CH:23]=[C:24]([CH:27]=[CH:28][CH:29]=1)[CH2:25][NH:26][CH2:18][CH:16]([OH:17])[CH:8]([NH:7][C:6](=[O:19])[O:5][C:1]([CH3:4])([CH3:3])[CH3:2])[CH2:9][C:10]1[CH:15]=[CH:14][CH:13]=[CH:12][CH:11]=1. The yield is 0.770. (6) The reactants are [Cl:1][C:2]1[CH:7]=[CH:6][C:5]([C@@H:8]2[CH2:13][N:12]([CH2:14][CH:15]=[CH2:16])[CH2:11][CH2:10][N:9]2[CH2:17][CH:18]=[CH2:19])=[CH:4][CH:3]=1.[ClH:20].C(O)(C)C. The catalyst is C1(C)C=CC=CC=1. The product is [ClH:1].[ClH:20].[Cl:1][C:2]1[CH:3]=[CH:4][C:5]([C@@H:8]2[CH2:13][N:12]([CH2:14][CH:15]=[CH2:16])[CH2:11][CH2:10][N:9]2[CH2:17][CH:18]=[CH2:19])=[CH:6][CH:7]=1. The yield is 0.930.